Task: Binary Classification. Given a miRNA mature sequence and a target amino acid sequence, predict their likelihood of interaction.. Dataset: Experimentally validated miRNA-target interactions with 360,000+ pairs, plus equal number of negative samples (1) The miRNA is hsa-miR-454-5p with sequence ACCCUAUCAAUAUUGUCUCUGC. The protein sequence of the target gene is MEALKVEKFTTANRGNGLRAVAPLRPGELLFRSDPLAYTVCKGSRGVVCDRCLLGKEKLMRCSQCRIAKYCSAKCQKKAWPDHRRECSCLKSCKPRYPPDSVRLLGRVIVKLMDEKPSESEKLYSFYDLESNISKLTEDKKEGLRQLAMTFQHFMREEIQDASQLPPSFDLFEAFAKVICNSFTICNAEMQEVGVGLYPSMSLLNHSCDPNCSIVFNGPHLLLRAVREIEAGEELTICYLDMLMTSEERRKQLRDQYCFECDCIRCQTQDKDADMLTGDEQIWKEVQESLKKIEELKAHW.... Result: 0 (no interaction). (2) The miRNA is hsa-miR-4503 with sequence UUUAAGCAGGAAAUAGAAUUUA. The protein sequence of the target gene is MEERKQETTNQAHVLFDRFVQATTCKGTLRAFQELCDHLELKPKDYRSFYHKLKSKLNYWKAKALWAKLDKRGSHKDYKKGKACTNTKCLIIGAGPCGLRTAIDLSLLGAKVVVIEKRDAFSRNNVLHLWPFTIHDLRGLGAKKFYGKFCAGAIDHISIRQLQLILLKVALILGIEIHVNVEFQGLVQPPEDQENERIGWRALVHPKTHPVSEYEFEVIIGGDGRRNTLEGFRRKEFRGKLAIAITANFINRNTTAEAKVEEISGVAFIFNQKFFQELREATGIDLENIVYYKDDTHYFV.... Result: 0 (no interaction). (3) The miRNA is hsa-miR-4644 with sequence UGGAGAGAGAAAAGAGACAGAAG. The protein sequence of the target gene is MEPELLVRKVSALQACVRGFLVRRQFQSLRAEYEAIVREVEGDLGTLQWTEGRIPRPRFLPEKAKSHQTWKAGDRVANPEQGLWNHFPCEESEGEATWEEMVLKKSGESSANQGSLCRDHSSWLQMKQNRKPSQEKTRDTTRMENPEATDQRLPHSQPQLQELQYHRSHLAMELLWLQQAINSRKEYLLLKQTLRSPEAGPIREEPRVFLEHGEQACERDQSQPSAPLEDQSYRDRTTGELEQEDDSCHRVKSPHRSPGSLATTQKNIAGAKCREPCYSKSGPPSSIPSNSQALGDRLTK.... Result: 0 (no interaction). (4) The miRNA is hsa-miR-4686 with sequence UAUCUGCUGGGCUUUCUGGUGUU. The protein sequence of the target gene is MQQDGLGVGTRNGSGKGRSVHPSWPWCAPRPLRYFGRDARARRAQTAAMALLAGGLSRGLGSHPAAAGRDAVVFVWLLLSTWCTAPARAIQVTVSNPYHVVILFQPVTLPCTYQMTSTPTQPIVIWKYKSFCRDRIADAFSPASVDNQLNAQLAAGNPGYNPYVECQDSVRTVRVVATKQGNAVTLGDYYQGRRITITGNADLTFDQTAWGDSGVYYCSVVSAQDLQGNNEAYAELIVLGRTSGVAELLPGFQAGPIEDWLFVVVVCLAAFLIFLLLGICWCQCCPHTCCCYVRCPCCPD.... Result: 0 (no interaction). (5) The miRNA is mmu-miR-3470b with sequence UCACUCUGUAGACCAGGCUGG. The protein sequence of the target gene is MTQLASAVWLPTLLLLLLLFWLPGCVPLHGPSTMSGSVGESLSVSCRYEEKFKTKDKYWCRVSLKILCKDIVKTSSSEEARSGRVTIRDHPDNLTFTVTYESLTLEDADTYMCAVDISLFDGSLGFDKYFKIELSVVPSEDPVSSPGPTLETPVVSTSLPTKGPALGSNTEGHREHDYSQGLRLPALLSVLALLLFLLVGTSLLAWRMFQKRLVKADRHPELSQNLRQASEQNECQYVNLQLHTWSLREEPVLPSQVEVVEYSTLALPQEELHYSSVAFNSQRQDSHANGDSLHQPQDQK.... Result: 1 (interaction). (6) The miRNA is hsa-miR-6715b-5p with sequence ACAGGCACGACUGGUUUGGCA. The protein sequence of the target gene is MDLPPFDMWRDYFNLSQVVMDIIQSRKQRQEGEVAEEPNSRPQEKSEQDLEGYPGCLPTICNFCKHNGESRHVYTSHQLKTPEGVVVCPILRHYVCPLCGATGDQAHTLKYCPLNSSQQSLYRRSGRNSAGRRVKR. Result: 0 (no interaction).